The task is: Binary Classification. Given a miRNA mature sequence and a target amino acid sequence, predict their likelihood of interaction.. This data is from Experimentally validated miRNA-target interactions with 360,000+ pairs, plus equal number of negative samples. (1) The miRNA is hsa-miR-614 with sequence GAACGCCUGUUCUUGCCAGGUGG. The protein sequence of the target gene is MNLPRAERLRSTPQRSLRDSDGEDGKIDVLGEEEDEDEEEAASQQFLEQSLQPGLQVARWGGVALPREHIEGGGGPSDPSEFGTEFRAPPRSAAASEDARQPAKPPSSYIALITMAILQSPHKRLTLSGICAFISDRFPYYRRKFPAWQNSIRHNLSLNDCFVKIPREPGRPGKGNYWSLDPASQDMFDNGSFLRRRKRFQRHQPTPGAHLPHPFPLPAAHAALHNPRPGPLLGAPAPPQPVPGAYPNTGPGRRPYALLHPHPPRYLLLSAPAYAGAPKKAEGADLATPAPFPCCSPHLV.... Result: 0 (no interaction). (2) The miRNA is hsa-miR-7108-3p with sequence ACCCGCCCGUCUCCCCACAG. Result: 0 (no interaction). The protein sequence of the target gene is MLSDELESKPELLVQFVQNTSIPLGQGLVESEAKDITCLSLLPVTEASECSRLMLPDDTTNHSNSSKEVPSSAVLRSLRVNVGPDGEETRAQTVQKSPEFLSTSESSSLLQDLQPSDSTSFILLNLTRAGLGSSAEHLVFVQDEAEDSGNDFLSSESTDSSIPWFLRVQELAHDSLIAATRAQLAKNAKTSSNGENVHLGSGDGQSKDSGPLPQVEKKLKCTVEGCDRTFVWPAHFKYHLKTHRNDRSFICPAEGCGKSFYVLQRLKVHMRTHNGEKPFMCHESGCGKQFTTAGNLKNHR....